Dataset: Catalyst prediction with 721,799 reactions and 888 catalyst types from USPTO. Task: Predict which catalyst facilitates the given reaction. (1) Reactant: [O:1]=[CH:2][C@@H:3]([C@H:5]([C@@H:7]([C@@H:9]([CH2:11][OH:12])[OH:10])[OH:8])[OH:6])[OH:4].[C:13]([OH:17])(=O)[CH2:14][CH3:15].[C:23](O[C:23](=[O:26])[CH2:24][CH3:25])(=[O:26])[CH2:24][CH3:25]. Product: [C:23]([O:1][C@@H:2]1[O:10][C@H:9]([CH2:11][O:12][C:13](=[O:17])[CH2:14][CH3:15])[C@@H:7]([O:8][C:23](=[O:26])[CH2:24][CH3:25])[C@H:5]([O:6][C:2](=[O:1])[CH2:3][CH3:5])[C@H:3]1[O:4][C:23](=[O:26])[CH2:24][CH3:25])(=[O:26])[CH2:24][CH3:25]. The catalyst class is: 6. (2) Reactant: C[O:2][CH:3](OC)[CH2:4][CH2:5][N:6]1[CH:11]=[C:10]([C:12]2[C:13]([F:19])=[N:14][C:15]([CH3:18])=[CH:16][CH:17]=2)[C:9](=[O:20])[NH:8][C:7]1=[O:21]. Product: [F:19][C:13]1[C:12]([C:10]2[C:9](=[O:20])[NH:8][C:7](=[O:21])[N:6]([CH2:5][CH2:4][CH:3]=[O:2])[CH:11]=2)=[CH:17][CH:16]=[C:15]([CH3:18])[N:14]=1. The catalyst class is: 1. (3) Reactant: BrC1C=CC(C([NH:8][CH2:9][CH2:10][C:11]2[CH:16]=[CH:15][C:14]([CH:17]3[CH2:21][CH2:20][CH2:19][N:18]3[CH3:22])=[CH:13][CH:12]=2)=O)=CC=1.O. Product: [CH3:22][N:18]1[CH2:19][CH2:20][CH2:21][CH:17]1[C:14]1[CH:15]=[CH:16][C:11]([CH2:10][CH2:9][NH2:8])=[CH:12][CH:13]=1. The catalyst class is: 33. (4) Reactant: [C:1]([O:5][C:6]([N:8]1[CH2:13][CH2:12][CH:11]([CH2:14][CH2:15][CH2:16][CH2:17][N:18]2C(=O)C3C(=CC=CC=3)C2=O)[CH2:10][CH2:9]1)=[O:7])([CH3:4])([CH3:3])[CH3:2].O.NN. Product: [C:1]([O:5][C:6]([N:8]1[CH2:13][CH2:12][CH:11]([CH2:14][CH2:15][CH2:16][CH2:17][NH2:18])[CH2:10][CH2:9]1)=[O:7])([CH3:4])([CH3:3])[CH3:2]. The catalyst class is: 8. (5) Reactant: C[O:2][C:3](=[O:36])[C:4]1[CH:9]=[CH:8][CH:7]=[CH:6][C:5]=1[NH:10][C:11]1[N:15]([C:16]2[CH:21]=[CH:20][C:19]([F:22])=[CH:18][C:17]=2[CH3:23])[N:14]=[C:13]([CH3:24])[C:12]=1[C:25]1[CH:26]=[C:27]2[C:32](=[C:33]([F:35])[CH:34]=1)[N:31]=[CH:30][CH:29]=[N:28]2.[OH-].[Na+].Cl. Product: [F:35][C:33]1[CH:34]=[C:25]([C:12]2[C:13]([CH3:24])=[N:14][N:15]([C:16]3[CH:21]=[CH:20][C:19]([F:22])=[CH:18][C:17]=3[CH3:23])[C:11]=2[NH:10][C:5]2[CH:6]=[CH:7][CH:8]=[CH:9][C:4]=2[C:3]([OH:36])=[O:2])[CH:26]=[C:27]2[C:32]=1[N:31]=[CH:30][CH:29]=[N:28]2. The catalyst class is: 38. (6) Reactant: [CH2:1]([N:3]1[CH2:8][CH2:7][C:6](=O)[CH2:5][CH2:4]1)[CH3:2].[NH4+:10].[Cl-:11].[C-:12]#[N:13].[Na+]. Product: [ClH:11].[NH2:10][C:6]1([C:12]#[N:13])[CH2:7][CH2:8][N:3]([CH2:1][CH3:2])[CH2:4][CH2:5]1. The catalyst class is: 27. (7) Reactant: [NH2:1][C:2]1[CH:3]=[C:4]2[C:8](=[CH:9][CH:10]=1)[NH:7][C:6](=[O:11])[C:5]2=[O:12].[CH2:13]([CH:20]1[CH2:25][CH2:24][N:23]([C:26](=[O:30])[C:27](O)=[O:28])[CH2:22][CH2:21]1)[C:14]1[CH:19]=[CH:18][CH:17]=[CH:16][CH:15]=1. Product: [CH2:13]([CH:20]1[CH2:21][CH2:22][N:23]([C:26](=[O:30])[C:27]([NH:1][C:2]2[CH:3]=[C:4]3[C:8](=[CH:9][CH:10]=2)[NH:7][C:6](=[O:11])[C:5]3=[O:12])=[O:28])[CH2:24][CH2:25]1)[C:14]1[CH:15]=[CH:16][CH:17]=[CH:18][CH:19]=1. The catalyst class is: 27. (8) Reactant: [Cl:1][C:2]1[CH:3]=[C:4]([CH:8]=[CH:9][C:10]=1[O:11][CH:12]([CH3:14])[CH3:13])[C:5]([OH:7])=O.C1C=CC2N(O)N=NC=2C=1.C(Cl)CCl.[CH2:29]([C:31]1[CH:36]=[C:35]([O:37][CH2:38][O:39][CH2:40][CH2:41][Si:42]([CH3:45])([CH3:44])[CH3:43])[CH:34]=[CH:33][C:32]=1[C:46](=[NH:49])[NH:47]O)[CH3:30]. Product: [Cl:1][C:2]1[CH:3]=[C:4]([C:5]2[O:7][N:47]=[C:46]([C:32]3[CH:33]=[CH:34][C:35]([O:37][CH2:38][O:39][CH2:40][CH2:41][Si:42]([CH3:45])([CH3:44])[CH3:43])=[CH:36][C:31]=3[CH2:29][CH3:30])[N:49]=2)[CH:8]=[CH:9][C:10]=1[O:11][CH:12]([CH3:14])[CH3:13]. The catalyst class is: 7. (9) Reactant: C([Li])CCC.Br[C:7]1[CH:8]=[C:9]2[C:14](=[CH:15][CH:16]=1)[N:13]=[C:12]([O:17][CH3:18])[C:11]([CH2:19][N:20]1[CH2:25][CH2:24][CH:23]([C:26]([F:29])([F:28])[F:27])[CH2:22][CH2:21]1)=[C:10]2[Cl:30].[CH:31]([C:33]1[CH:40]=[CH:39][C:36]([C:37]#[N:38])=[CH:35][CH:34]=1)=[O:32]. Product: [Cl:30][C:10]1[C:9]2[C:14](=[CH:15][CH:16]=[C:7]([CH:31]([OH:32])[C:33]3[CH:40]=[CH:39][C:36]([C:37]#[N:38])=[CH:35][CH:34]=3)[CH:8]=2)[N:13]=[C:12]([O:17][CH3:18])[C:11]=1[CH2:19][N:20]1[CH2:25][CH2:24][CH:23]([C:26]([F:29])([F:28])[F:27])[CH2:22][CH2:21]1. The catalyst class is: 1.